Dataset: Cav3 T-type calcium channel HTS with 100,875 compounds. Task: Binary Classification. Given a drug SMILES string, predict its activity (active/inactive) in a high-throughput screening assay against a specified biological target. (1) The drug is O1CCN(CC1)c1c(NC(=O)CC)cc(cc1)c1nnc(OC)c2c1cccc2. The result is 0 (inactive). (2) The compound is Fc1cc(NC(=O)C2CCN(CC2)c2n(nnn2)c2ccccc2)ccc1. The result is 1 (active). (3) The molecule is S1(=O)(=O)N(C(CC(C)C)C(=O)NCc2ccc(OC)cc2)CCC(c2c1cccc2)=C. The result is 0 (inactive).